From a dataset of Peptide-MHC class I binding affinity with 185,985 pairs from IEDB/IMGT. Regression. Given a peptide amino acid sequence and an MHC pseudo amino acid sequence, predict their binding affinity value. This is MHC class I binding data. The peptide sequence is YQLEMYHPI. The MHC is HLA-C14:02 with pseudo-sequence HLA-C14:02. The binding affinity (normalized) is 0.606.